Dataset: Catalyst prediction with 721,799 reactions and 888 catalyst types from USPTO. Task: Predict which catalyst facilitates the given reaction. (1) Reactant: O1CCOCC1.[C:7]([CH:15]([CH2:21][C:22]([CH:24]1[N:32]2[C:27](=[CH:28][C:29]([C:34]3[CH:39]=[C:38]([Cl:40])[CH:37]=[CH:36][C:35]=3[NH:41]C(OC(C)(C)C)=O)=[CH:30][C:31]2=[O:33])[CH2:26][CH2:25]1)=[O:23])C(OCC)=O)(=[O:14])[C:8]1[CH:13]=[CH:12][CH:11]=[CH:10][CH:9]=1.Cl.C(=O)([O-])O.[Na+]. Product: [NH2:41][C:35]1[CH:36]=[CH:37][C:38]([Cl:40])=[CH:39][C:34]=1[C:29]1[CH:28]=[C:27]2[N:32]([CH:24]([C:22](=[O:23])[CH2:21][CH2:15][C:7]([C:8]3[CH:9]=[CH:10][CH:11]=[CH:12][CH:13]=3)=[O:14])[CH2:25][CH2:26]2)[C:31](=[O:33])[CH:30]=1. The catalyst class is: 6. (2) The catalyst class is: 15. Product: [N:17]1[C:18]2[C:23](=[CH:22][CH:21]=[CH:20][CH:19]=2)[N:24]=[CH:25][C:16]=1[CH2:15][CH2:14][C:13]1[NH:1][C:2]2=[C:3]3[C:8](=[CH:9][CH:10]=[C:11]2[N:12]=1)[N:7]=[CH:6][CH:5]=[CH:4]3. Reactant: [NH2:1][C:2]1[C:11]([NH:12][C:13](=O)[CH2:14][CH2:15][C:16]2[CH:25]=[N:24][C:23]3[C:18](=[CH:19][CH:20]=[CH:21][CH:22]=3)[N:17]=2)=[CH:10][CH:9]=[C:8]2[C:3]=1[CH:4]=[CH:5][CH:6]=[N:7]2.NC1C(NC(=O)CCC2C=NC3C(=CC=CC=3)N=2)=C2C(=CC=1)N=CC=C2. (3) Reactant: [F:1][C:2]([F:32])([F:31])[C:3]1[CH:4]=[C:5]([NH:9][C:10]([N:12]2[CH2:18][CH2:17][CH2:16][CH2:15][C:14]3[CH:19]=[C:20]([O:23][C:24]4[CH:29]=[C:28](Cl)[N:27]=[CH:26][N:25]=4)[CH:21]=[CH:22][C:13]2=3)=[O:11])[CH:6]=[CH:7][CH:8]=1.[N-:33]=[N+:34]=[N-:35].[Na+]. Product: [F:1][C:2]([F:32])([F:31])[C:3]1[CH:4]=[C:5]([NH:9][C:10]([N:12]2[CH2:18][CH2:17][CH2:16][CH2:15][C:14]3[CH:19]=[C:20]([O:23][C:24]4[CH:29]=[C:28]([N:33]=[N+:34]=[N-:35])[N:27]=[CH:26][N:25]=4)[CH:21]=[CH:22][C:13]2=3)=[O:11])[CH:6]=[CH:7][CH:8]=1. The catalyst class is: 173. (4) Reactant: [Cl:1][C:2]1[C:7]([O:8][C:9]2[C:18]3[C:13](=[CH:14][CH:15]=[CH:16][CH:17]=3)[CH:12]=[CH:11][CH:10]=2)=[C:6]([F:19])[C:5]([CH3:20])=[CH:4][CH:3]=1.[Br:21]N1C(=O)CCC1=O. Product: [Br:21][CH2:20][C:5]1[C:6]([F:19])=[C:7]([O:8][C:9]2[C:18]3[C:13](=[CH:14][CH:15]=[CH:16][CH:17]=3)[CH:12]=[CH:11][CH:10]=2)[C:2]([Cl:1])=[CH:3][CH:4]=1. The catalyst class is: 53. (5) Reactant: C([O:3][C:4](=[O:35])[C:5]([CH3:34])([O:7][C:8]1[CH:13]=[CH:12][C:11]([O:14][CH2:15][CH2:16][C:17]2[N:18]([CH2:31][CH2:32][CH3:33])[C:19](=[O:30])[N:20]([CH2:22][C:23]3[CH:28]=[CH:27][C:26]([CH3:29])=[CH:25][CH:24]=3)[CH:21]=2)=[CH:10][CH:9]=1)[CH3:6])C.[OH-].[Na+].Cl. Product: [CH3:34][C:5]([O:7][C:8]1[CH:9]=[CH:10][C:11]([O:14][CH2:15][CH2:16][C:17]2[N:18]([CH2:31][CH2:32][CH3:33])[C:19](=[O:30])[N:20]([CH2:22][C:23]3[CH:28]=[CH:27][C:26]([CH3:29])=[CH:25][CH:24]=3)[CH:21]=2)=[CH:12][CH:13]=1)([CH3:6])[C:4]([OH:35])=[O:3]. The catalyst class is: 14. (6) Reactant: [S:1]([C:5]1[CH:10]=[C:9]([C:11](O)=[O:12])[C:8]([C:14]([OH:16])=[O:15])=[CH:7][C:6]=1[C:17]([OH:19])=[O:18])([OH:4])(=[O:3])=[O:2]. Product: [O:12]=[C:11]1[C:9]2[CH:10]=[C:5]([S:1]([OH:4])(=[O:3])=[O:2])[C:6]([C:17]([OH:19])=[O:18])=[CH:7][C:8]=2[C:14](=[O:16])[O:15]1. The catalyst class is: 152.